Dataset: Reaction yield outcomes from USPTO patents with 853,638 reactions. Task: Predict the reaction yield, written as a fraction of the theoretical maximum amount of product (1.0 means a 100% yield; for example, 0.34 means a 34% yield). The reactants are [CH3:1][N:2]1[CH:7]2[CH2:8][O:9][CH2:10][CH:3]1[CH2:4][N:5](S(C1C=CC=CC=1)(=O)=O)[CH2:6]2.[H-].[H-].[H-].[H-].[Li+].[Al+3].[ClH:26]. The catalyst is C1(C)C=CC=CC=1.C1COCC1. The product is [ClH:26].[CH3:1][N:2]1[CH:7]2[CH2:8][O:9][CH2:10][CH:3]1[CH2:4][NH:5][CH2:6]2. The yield is 0.430.